This data is from Forward reaction prediction with 1.9M reactions from USPTO patents (1976-2016). The task is: Predict the product of the given reaction. Given the reactants C(O)(=O)C(O)=O.[N:7]1[CH:12]=[CH:11][CH:10]=[CH:9][C:8]=1[N:13]([CH2:37][CH2:38][C:39]([O:41][CH2:42][CH3:43])=[O:40])[C:14]([C:16]1[CH:36]=[CH:35][C:19]2[N:20]([CH3:34])[C:21]([CH2:23][NH:24][C:25]3[CH:30]=[CH:29][C:28]([C:31](=[NH:33])[NH2:32])=[CH:27][CH:26]=3)=[N:22][C:18]=2[CH:17]=1)=[O:15].C(=O)([O-])[O-].[K+].[K+].Cl[C:51]([O:53][CH2:54][CH2:55][CH2:56][CH2:57][CH2:58][CH3:59])=[O:52], predict the reaction product. The product is: [CH3:59][CH2:58][CH2:57][CH2:56][CH2:55][CH2:54][O:53][C:51](/[N:33]=[C:31](\[NH2:32])/[C:28]1[CH:27]=[CH:26][C:25]([NH:24][CH2:23][C:21]2[N:20]([CH3:34])[C:19]3[CH:35]=[CH:36][C:16]([C:14]([N:13]([C:8]4[CH:9]=[CH:10][CH:11]=[CH:12][N:7]=4)[CH2:37][CH2:38][C:39]([O:41][CH2:42][CH3:43])=[O:40])=[O:15])=[CH:17][C:18]=3[N:22]=2)=[CH:30][CH:29]=1)=[O:52].